From a dataset of NCI-60 drug combinations with 297,098 pairs across 59 cell lines. Regression. Given two drug SMILES strings and cell line genomic features, predict the synergy score measuring deviation from expected non-interaction effect. (1) Drug 1: C1C(C(OC1N2C=NC3=C(N=C(N=C32)Cl)N)CO)O. Drug 2: C(CN)CNCCSP(=O)(O)O. Cell line: UO-31. Synergy scores: CSS=46.0, Synergy_ZIP=1.39, Synergy_Bliss=1.32, Synergy_Loewe=-8.81, Synergy_HSA=2.24. (2) Drug 1: COC1=NC(=NC2=C1N=CN2C3C(C(C(O3)CO)O)O)N. Drug 2: CC1C(C(CC(O1)OC2CC(CC3=C2C(=C4C(=C3O)C(=O)C5=CC=CC=C5C4=O)O)(C(=O)C)O)N)O. Cell line: UACC62. Synergy scores: CSS=59.6, Synergy_ZIP=-3.68, Synergy_Bliss=-2.77, Synergy_Loewe=-9.46, Synergy_HSA=-0.179. (3) Drug 1: C1CN1C2=NC(=NC(=N2)N3CC3)N4CC4. Cell line: NCIH23. Drug 2: CC12CCC3C(C1CCC2O)C(CC4=C3C=CC(=C4)O)CCCCCCCCCS(=O)CCCC(C(F)(F)F)(F)F. Synergy scores: CSS=57.4, Synergy_ZIP=-2.96, Synergy_Bliss=-4.83, Synergy_Loewe=-17.5, Synergy_HSA=-2.14. (4) Drug 1: C1CN(P(=O)(OC1)NCCCl)CCCl. Drug 2: N.N.Cl[Pt+2]Cl. Cell line: NCI-H226. Synergy scores: CSS=11.3, Synergy_ZIP=-2.67, Synergy_Bliss=-1.83, Synergy_Loewe=-16.7, Synergy_HSA=-1.25. (5) Drug 1: C(CCl)NC(=O)N(CCCl)N=O. Drug 2: COCCOC1=C(C=C2C(=C1)C(=NC=N2)NC3=CC=CC(=C3)C#C)OCCOC.Cl. Cell line: M14. Synergy scores: CSS=8.32, Synergy_ZIP=-2.67, Synergy_Bliss=-0.511, Synergy_Loewe=0.549, Synergy_HSA=0.389.